This data is from Reaction yield outcomes from USPTO patents with 853,638 reactions. The task is: Predict the reaction yield, written as a fraction of the theoretical maximum amount of product (1.0 means a 100% yield; for example, 0.34 means a 34% yield). (1) The reactants are [C:1]([N:8]1[CH:12]=[CH:11]N=[CH:9]1)(N1C=CN=C1)=[O:2].[CH3:13][Si:14]([CH3:19])([CH3:18])[CH2:15][CH2:16][OH:17].Cl.O.N1CC[C:25](=[O:28])[CH2:24]C1.CCN(CC)CC. The catalyst is CC#N. The product is [CH3:13][Si:14]([CH3:19])([CH3:18])[CH2:15][CH2:16][O:17][C:1]([N:8]1[CH2:9][CH2:24][C:25](=[O:28])[CH2:11][CH2:12]1)=[O:2]. The yield is 0.734. (2) The reactants are Br[C:2]1[CH:3]=[C:4]([C:8]2([C:18]3[CH:19]=[N:20][CH:21]=[C:22]([F:24])[CH:23]=3)[C:16]3[C:11](=[CH:12][CH:13]=[CH:14][CH:15]=3)[C:10]([NH2:17])=[N:9]2)[CH:5]=[CH:6][CH:7]=1.[N:25]1[CH:30]=[C:29](B(O)O)[CH:28]=[N:27][CH:26]=1. No catalyst specified. The product is [F:24][C:22]1[CH:23]=[C:18]([C:8]2([C:16]3[CH:11]=[CH:12][CH:13]=[C:14]([C:29]4[CH:30]=[N:25][CH:26]=[N:27][CH:28]=4)[CH:15]=3)[C:4]3[C:3](=[CH:2][CH:7]=[CH:6][CH:5]=3)[C:10]([NH2:17])=[N:9]2)[CH:19]=[N:20][CH:21]=1. The yield is 0.410. (3) The reactants are [F:1][C:2]1[CH:7]=[C:6]([O:8][C:9]2[C:14]3[N:15]=[CH:16][C:17](=[O:19])[NH:18][C:13]=3[N:12]=[CH:11][CH:10]=2)[CH:5]=[CH:4][C:3]=1[NH:20][C:21](=[O:29])OC1C=CC=CC=1.[C:30]([C:34]1[CH:38]=[C:37]([NH2:39])[N:36]([C:40]2[CH:41]=[N:42][C:43]([CH3:46])=[CH:44][CH:45]=2)[N:35]=1)([CH3:33])([CH3:32])[CH3:31]. No catalyst specified. The product is [C:30]([C:34]1[CH:38]=[C:37]([NH:39][C:21]([NH:20][C:3]2[CH:4]=[CH:5][C:6]([O:8][C:9]3[C:14]4[N:15]=[CH:16][C:17](=[O:19])[NH:18][C:13]=4[N:12]=[CH:11][CH:10]=3)=[CH:7][C:2]=2[F:1])=[O:29])[N:36]([C:40]2[CH:41]=[N:42][C:43]([CH3:46])=[CH:44][CH:45]=2)[N:35]=1)([CH3:33])([CH3:32])[CH3:31]. The yield is 0.170. (4) The reactants are [CH2:1]([O:8][C:9]1[CH:14]=[CH:13][N:12]([C:15]2[CH:16]=[CH:17][C:18]3[C:19]4[CH2:28][NH:27][CH2:26][CH2:25][C:20]=4[N:21]([CH3:24])[C:22]=3[CH:23]=2)[C:11](=[O:29])[CH:10]=1)[C:2]1[CH:7]=[CH:6][CH:5]=[CH:4][CH:3]=1.O=[C:31]1[CH2:36][CH2:35][N:34]([C:37]([O:39][C:40]([CH3:43])([CH3:42])[CH3:41])=[O:38])[CH2:33][CH2:32]1. The catalyst is C(Cl)Cl.CC(O)=O. The product is [CH2:1]([O:8][C:9]1[CH:14]=[CH:13][N:12]([C:15]2[CH:16]=[CH:17][C:18]3[C:19]4[CH2:28][N:27]([CH:31]5[CH2:36][CH2:35][N:34]([C:37]([O:39][C:40]([CH3:43])([CH3:42])[CH3:41])=[O:38])[CH2:33][CH2:32]5)[CH2:26][CH2:25][C:20]=4[N:21]([CH3:24])[C:22]=3[CH:23]=2)[C:11](=[O:29])[CH:10]=1)[C:2]1[CH:3]=[CH:4][CH:5]=[CH:6][CH:7]=1. The yield is 0.610. (5) The reactants are [CH3:1][S:2]([CH2:5][CH2:6][C:7]([OH:9])=O)(=[O:4])=[O:3].CN(C(ON1N=NC2C=CC=NC1=2)=[N+](C)C)C.F[P-](F)(F)(F)(F)F.CCN(C(C)C)C(C)C.[F:43][C:44]1[CH:52]=[C:51]2[C:47]([C:48]([C:53]3[CH:54]=[N:55][N:56]([CH:58]4[CH2:63][CH2:62][NH:61][CH2:60][CH2:59]4)[CH:57]=3)=[CH:49][NH:50]2)=[CH:46][CH:45]=1. The catalyst is CN(C=O)C. The product is [F:43][C:44]1[CH:52]=[C:51]2[C:47]([C:48]([C:53]3[CH:54]=[N:55][N:56]([CH:58]4[CH2:63][CH2:62][N:61]([C:7](=[O:9])[CH2:6][CH2:5][S:2]([CH3:1])(=[O:4])=[O:3])[CH2:60][CH2:59]4)[CH:57]=3)=[CH:49][NH:50]2)=[CH:46][CH:45]=1. The yield is 0.380. (6) The reactants are [OH:1][CH:2]([C:7]1[C:8]([CH3:23])=[N:9][C:10]2[CH2:11][CH2:12][CH2:13][CH2:14][C:15]=2[C:16]=1[C:17]1[CH:22]=[CH:21][CH:20]=[CH:19][CH:18]=1)[C:3]([O:5][CH3:6])=[O:4].Cl(O)(=O)(=O)=O. The catalyst is C(OC(C)(C)C)(=O)C. The product is [C:7]([O:1][CH:2]([C:7]1[C:8]([CH3:23])=[N:9][C:10]2[CH2:11][CH2:12][CH2:13][CH2:14][C:15]=2[C:16]=1[C:17]1[CH:18]=[CH:19][CH:20]=[CH:21][CH:22]=1)[C:3]([O:5][CH3:6])=[O:4])([CH3:8])([CH3:16])[CH3:2]. The yield is 0.500. (7) The reactants are [F:1][C:2]1[CH:15]=[CH:14][C:5]([O:6][C:7]2[S:11][C:10]([CH:12]=O)=[CH:9][CH:8]=2)=[CH:4][CH:3]=1.[N+:16]([CH3:19])([O-:18])=[O:17].C([O-])(=O)C.[NH4+].[BH4-].[Na+]. The catalyst is O.C(O)(=O)C.CS(C)=O.C(OCC)(=O)C. The product is [F:1][C:2]1[CH:15]=[CH:14][C:5]([O:6][C:7]2[S:11][C:10]([CH2:12][CH2:19][N+:16]([O-:18])=[O:17])=[CH:9][CH:8]=2)=[CH:4][CH:3]=1. The yield is 0.457.